This data is from NCI-60 drug combinations with 297,098 pairs across 59 cell lines. The task is: Regression. Given two drug SMILES strings and cell line genomic features, predict the synergy score measuring deviation from expected non-interaction effect. Synergy scores: CSS=8.44, Synergy_ZIP=-1.84, Synergy_Bliss=1.78, Synergy_Loewe=2.56, Synergy_HSA=1.99. Drug 2: C1CN(CCN1C(=O)CCBr)C(=O)CCBr. Cell line: M14. Drug 1: CCC1(CC2CC(C3=C(CCN(C2)C1)C4=CC=CC=C4N3)(C5=C(C=C6C(=C5)C78CCN9C7C(C=CC9)(C(C(C8N6C)(C(=O)OC)O)OC(=O)C)CC)OC)C(=O)OC)O.OS(=O)(=O)O.